This data is from Peptide-MHC class II binding affinity with 134,281 pairs from IEDB. The task is: Regression. Given a peptide amino acid sequence and an MHC pseudo amino acid sequence, predict their binding affinity value. This is MHC class II binding data. (1) The peptide sequence is AMSKVRKDISEWQPS. The MHC is DRB1_1101 with pseudo-sequence DRB1_1101. The binding affinity (normalized) is 0.378. (2) The peptide sequence is RLEDEMKEGRYEVRA. The MHC is DRB3_0101 with pseudo-sequence DRB3_0101. The binding affinity (normalized) is 0.183. (3) The peptide sequence is RFTISRDNSKNTLYL. The MHC is DRB3_0202 with pseudo-sequence DRB3_0202. The binding affinity (normalized) is 0.572. (4) The peptide sequence is ESHGVAAVLFAATAA. The MHC is HLA-DQA10102-DQB10602 with pseudo-sequence HLA-DQA10102-DQB10602. The binding affinity (normalized) is 0.527. (5) The binding affinity (normalized) is 0.220. The peptide sequence is LVQDDVIPANWKPDT. The MHC is DRB1_1501 with pseudo-sequence DRB1_1501. (6) The peptide sequence is RCALHWFPGSHLLAC. The MHC is DRB1_0101 with pseudo-sequence DRB1_0101. The binding affinity (normalized) is 0.509.